Predict the product of the given reaction. From a dataset of Forward reaction prediction with 1.9M reactions from USPTO patents (1976-2016). (1) Given the reactants [CH3:1][C:2]([CH3:27])([CH3:26])[C@@H:3]([C:19]([O:21][C:22]([CH3:25])([CH3:24])[CH3:23])=[O:20])[NH:4][CH2:5][CH2:6][NH:7][CH2:8][C:9]1[CH:14]=[CH:13][CH:12]=[CH:11][C:10]=1[C:15]([F:18])([F:17])[F:16].[C:28](=O)(ON1C(=O)CCC1=O)[O:29]N1C(=O)CCC1=O.C(N(CC)CC)C, predict the reaction product. The product is: [CH3:1][C:2]([CH3:27])([CH3:26])[C@H:3]([N:4]1[CH2:5][CH2:6][N:7]([CH2:8][C:9]2[CH:14]=[CH:13][CH:12]=[CH:11][C:10]=2[C:15]([F:18])([F:16])[F:17])[C:28]1=[O:29])[C:19]([O:21][C:22]([CH3:25])([CH3:24])[CH3:23])=[O:20]. (2) The product is: [Cl:1][C:2]1[CH:9]=[CH:8][CH:7]=[CH:6][C:3]=1[CH2:4][O:5][C:11]1[N:12]=[C:13]([OH:21])[C:14]2[CH:20]=[CH:19][N:18]=[CH:17][C:15]=2[N:16]=1. Given the reactants [Cl:1][C:2]1[CH:9]=[CH:8][CH:7]=[CH:6][C:3]=1[CH2:4][OH:5].Cl[C:11]1[N:12]=[C:13]([OH:21])[C:14]2[CH:20]=[CH:19][N:18]=[CH:17][C:15]=2[N:16]=1, predict the reaction product. (3) Given the reactants [Cl:1][C:2]1[N:3]=[C:4]([N:14]2[CH2:19][CH2:18][O:17][CH2:16][CH2:15]2)[C:5]2[S:10][C:9]([CH:11]=O)=[C:8]([CH3:13])[C:6]=2[N:7]=1.C(O)(=O)C(O)=O.[OH:26][C@@H:27]([CH3:36])[C:28]([N:30]1[CH2:35][CH2:34][NH:33][CH2:32][CH2:31]1)=[O:29].C([O-])(=O)C.[Na+].C(O)(=O)C.C(O[BH-](OC(=O)C)OC(=O)C)(=O)C.[Na+], predict the reaction product. The product is: [Cl:1][C:2]1[N:3]=[C:4]([N:14]2[CH2:19][CH2:18][O:17][CH2:16][CH2:15]2)[C:5]2[S:10][C:9]([CH2:11][N:33]3[CH2:32][CH2:31][N:30]([C:28](=[O:29])[C@@H:27]([OH:26])[CH3:36])[CH2:35][CH2:34]3)=[C:8]([CH3:13])[C:6]=2[N:7]=1. (4) Given the reactants [OH:1][C:2]1[CH:16]=[CH:15][C:5]([O:6][C:7]([CH3:14])([CH2:12][CH3:13])[C:8]([O:10][CH3:11])=[O:9])=[CH:4][CH:3]=1.C(=O)([O-])[O-].[Cs+].[Cs+].Br[CH2:24][CH2:25][CH2:26][O:27]CC1C=CC=CC=1.O, predict the reaction product. The product is: [OH:27][CH2:26][CH2:25][CH2:24][O:1][C:2]1[CH:3]=[CH:4][C:5]([O:6][C:7]([CH3:14])([CH2:12][CH3:13])[C:8]([O:10][CH3:11])=[O:9])=[CH:15][CH:16]=1. (5) Given the reactants [Cl:1][C:2]1[CH:7]=[C:6]([C:8]2O[C:16](=[O:18])[C:15]3[CH:14]=[CH:13][N:12]=[CH:11][C:10]=3[CH:9]=2)[CH:5]=[CH:4][N:3]=1.[NH4+:19].[OH-].Cl, predict the reaction product. The product is: [Cl:1][C:2]1[CH:7]=[C:6]([C:8]2[N:19]=[C:16]([OH:18])[C:15]3[C:10]([CH:9]=2)=[CH:11][N:12]=[CH:13][CH:14]=3)[CH:5]=[CH:4][N:3]=1. (6) Given the reactants [CH2:1]([O:3][C:4]([CH:6]1[CH2:11][CH2:10][N:9]([C:12]2[CH2:26][C:15]3([CH2:18][N:17](C(OC(C)(C)C)=O)[CH2:16]3)[O:14][N:13]=2)[CH2:8][CH2:7]1)=[O:5])[CH3:2].[CH:27]1([C:31]2[C:38]([CH:39]3[CH2:41][CH2:40]3)=[CH:37][C:34]([CH:35]=O)=[C:33]([O:42][CH:43]([CH3:45])[CH3:44])[CH:32]=2)[CH2:30][CH2:29][CH2:28]1, predict the reaction product. The product is: [CH:27]1([C:31]2[C:38]([CH:39]3[CH2:40][CH2:41]3)=[CH:37][C:34]([CH2:35][N:17]3[CH2:18][C:15]4([CH2:26][C:12]([N:9]5[CH2:8][CH2:7][CH:6]([C:4]([O:3][CH2:1][CH3:2])=[O:5])[CH2:11][CH2:10]5)=[N:13][O:14]4)[CH2:16]3)=[C:33]([O:42][CH:43]([CH3:45])[CH3:44])[CH:32]=2)[CH2:28][CH2:29][CH2:30]1. (7) Given the reactants CC1C=CC(C(C)C)=CC=1.[C:11]([NH:14][CH:15]([C:20](=[O:36])[CH2:21][CH2:22][CH2:23][CH2:24][CH2:25][CH2:26][CH2:27][CH2:28][CH2:29][CH2:30][CH2:31][CH2:32][CH2:33][CH2:34][CH3:35])[C:16]([O:18][CH3:19])=[O:17])(=[O:13])[CH3:12].C(N(CC)CC)C.C(O)=O, predict the reaction product. The product is: [C:11]([NH:14][C@H:15]([C@H:20]([OH:36])[CH2:21][CH2:22][CH2:23][CH2:24][CH2:25][CH2:26][CH2:27][CH2:28][CH2:29][CH2:30][CH2:31][CH2:32][CH2:33][CH2:34][CH3:35])[C:16]([O:18][CH3:19])=[O:17])(=[O:13])[CH3:12].